From a dataset of Catalyst prediction with 721,799 reactions and 888 catalyst types from USPTO. Predict which catalyst facilitates the given reaction. Product: [CH3:28][O:27][C:24]1[CH:25]=[C:26]2[C:21](=[CH:22][C:23]=1[O:29][CH3:30])[N:20]=[CH:19][N:18]=[C:17]2[NH:1][C:2]1[CH:3]=[C:4]([S:11]([NH:14][CH3:15])(=[O:13])=[O:12])[CH:5]=[CH:6][C:7]=1[N:8]([CH3:10])[CH3:9]. Reactant: [NH2:1][C:2]1[CH:3]=[C:4]([S:11]([NH:14][CH3:15])(=[O:13])=[O:12])[CH:5]=[CH:6][C:7]=1[N:8]([CH3:10])[CH3:9].Cl[C:17]1[C:26]2[C:21](=[CH:22][C:23]([O:29][CH3:30])=[C:24]([O:27][CH3:28])[CH:25]=2)[N:20]=[CH:19][N:18]=1.Cl. The catalyst class is: 32.